From a dataset of Forward reaction prediction with 1.9M reactions from USPTO patents (1976-2016). Predict the product of the given reaction. (1) Given the reactants C(OC([N:8]1[C:13]2[CH:14]=[C:15]([Cl:23])[C:16]([N:18]([CH2:21][CH3:22])[CH2:19][CH3:20])=[CH:17][C:12]=2[O:11][CH:10]([C:24]([N:26]2[CH2:31][CH2:30][C:29]([C:40]#[N:41])([CH2:32][C:33]3[CH:38]=[CH:37][C:36]([F:39])=[CH:35][CH:34]=3)[CH2:28][CH2:27]2)=[O:25])[CH2:9]1)=O)(C)(C)C.FC(F)(F)C(O)=O, predict the reaction product. The product is: [Cl:23][C:15]1[C:16]([N:18]([CH2:19][CH3:20])[CH2:21][CH3:22])=[CH:17][C:12]2[O:11][CH:10]([C:24]([N:26]3[CH2:27][CH2:28][C:29]([CH2:32][C:33]4[CH:34]=[CH:35][C:36]([F:39])=[CH:37][CH:38]=4)([C:40]#[N:41])[CH2:30][CH2:31]3)=[O:25])[CH2:9][NH:8][C:13]=2[CH:14]=1. (2) Given the reactants [O:1]([C:8]1[CH:26]=[CH:25][CH:24]=[CH:23][C:9]=1[CH2:10][O:11][C:12]12[CH2:18][C:15]([C:19](OC)=[O:20])([CH2:16][CH2:17]1)[CH2:14][CH2:13]2)[C:2]1[CH:7]=[CH:6][CH:5]=[CH:4][CH:3]=1.[H-].[H-].[H-].[H-].[Li+].[Al+3], predict the reaction product. The product is: [O:1]([C:8]1[CH:26]=[CH:25][CH:24]=[CH:23][C:9]=1[CH2:10][O:11][C:12]12[CH2:18][C:15]([CH2:19][OH:20])([CH2:16][CH2:17]1)[CH2:14][CH2:13]2)[C:2]1[CH:3]=[CH:4][CH:5]=[CH:6][CH:7]=1. (3) Given the reactants ClCCl.[CH3:4][O:5][C:6]1[CH:11]=[CH:10][C:9]([NH:12][NH2:13])=[CH:8][CH:7]=1.C(N(CC)CC)C.[C:21](Cl)(=[O:26])[C:22]([CH3:25])([CH3:24])[CH3:23], predict the reaction product. The product is: [CH3:4][O:5][C:6]1[CH:11]=[CH:10][C:9]([NH:12][NH:13][C:21](=[O:26])[C:22]([CH3:25])([CH3:24])[CH3:23])=[CH:8][CH:7]=1.